The task is: Predict the reactants needed to synthesize the given product.. This data is from Full USPTO retrosynthesis dataset with 1.9M reactions from patents (1976-2016). (1) Given the product [Br:1][C:2]1[CH:3]=[CH:4][C:5]2[Sn:29]([CH3:30])([CH3:28])[C:11]3[CH:12]=[CH:13][C:14]([Br:16])=[CH:15][C:10]=3[CH:9]=[CH:8][C:6]=2[CH:7]=1, predict the reactants needed to synthesize it. The reactants are: [Br:1][C:2]1[CH:3]=[CH:4][C:5](I)=[C:6](/[CH:8]=[CH:9]\[C:10]2[CH:15]=[C:14]([Br:16])[CH:13]=[CH:12][C:11]=2I)[CH:7]=1.[Li].CN(CCN(C)C)C.[CH3:28][Sn:29](Cl)(Cl)[CH3:30]. (2) Given the product [C:25]1([P:14]([C:8]2[CH:9]=[CH:10][CH:11]=[CH:12][CH:13]=2)[C:15]2[CH:16]=[CH:17][CH:18]=[C:19]3[C:24]=2[NH:23][CH:22]([C:2]2[CH:3]=[CH:4][CH:5]=[CH:6][CH:7]=2)[CH:21]=[CH:20]3)[CH:26]=[CH:27][CH:28]=[CH:29][CH:30]=1, predict the reactants needed to synthesize it. The reactants are: [Li][C:2]1[CH:3]=[CH:4][CH:5]=[CH:6][CH:7]=1.[C:8]1([P:14]([C:25]2[CH:30]=[CH:29][CH:28]=[CH:27][CH:26]=2)[C:15]2[CH:16]=[CH:17][CH:18]=[C:19]3[C:24]=2[N:23]=[CH:22][CH:21]=[CH:20]3)[CH:13]=[CH:12][CH:11]=[CH:10][CH:9]=1.[NH4+].[Cl-]. (3) Given the product [Cl:8][C:7]1[C:2]([NH:10][NH2:11])=[N:3][CH:4]=[C:5]([Cl:9])[CH:6]=1, predict the reactants needed to synthesize it. The reactants are: Cl[C:2]1[C:7]([Cl:8])=[CH:6][C:5]([Cl:9])=[CH:4][N:3]=1.[NH2:10][NH2:11]. (4) Given the product [NH2:1][CH2:4][CH2:5][CH2:6][N:7]1[CH:15]=[N:14][C:13]2[C:8]1=[N:9][CH:10]=[N:11][C:12]=2[NH2:16], predict the reactants needed to synthesize it. The reactants are: [N:1]([CH2:4][CH2:5][CH2:6][N:7]1[CH:15]=[N:14][C:13]2[C:8]1=[N:9][CH:10]=[N:11][C:12]=2[NH2:16])=[N+]=[N-].[H][H].